This data is from Full USPTO retrosynthesis dataset with 1.9M reactions from patents (1976-2016). The task is: Predict the reactants needed to synthesize the given product. Given the product [N:25]1[N:24]([CH2:21][CH2:22][OH:23])[CH:4]=[C:5]2[C:11]=1[C:10]1[CH:13]=[CH:14][CH:15]=[CH:16][C:9]=1[O:8][C:7]1[CH:17]=[CH:18][CH:19]=[CH:20][C:6]2=1, predict the reactants needed to synthesize it. The reactants are: CN([CH:4]=[C:5]1[C:11](=O)[C:10]2[CH:13]=[CH:14][CH:15]=[CH:16][C:9]=2[O:8][C:7]2[CH:17]=[CH:18][CH:19]=[CH:20][C:6]1=2)C.[CH2:21]([NH:24][NH2:25])[CH2:22][OH:23].